Dataset: Forward reaction prediction with 1.9M reactions from USPTO patents (1976-2016). Task: Predict the product of the given reaction. (1) Given the reactants Br[C:2]1[CH:3]=[C:4]([C:7]([O:9][CH3:10])=[O:8])[S:5][CH:6]=1.[CH2:11]([N:13]1[C:17](B2OC(C)(C)C(C)(C)O2)=[C:16]([CH3:27])[CH:15]=[N:14]1)[CH3:12].C([O-])([O-])=O.[K+].[K+], predict the reaction product. The product is: [CH2:11]([N:13]1[C:17]([C:2]2[CH:3]=[C:4]([C:7]([O:9][CH3:10])=[O:8])[S:5][CH:6]=2)=[C:16]([CH3:27])[CH:15]=[N:14]1)[CH3:12]. (2) Given the reactants [CH3:13][C:12]([O:11][C:9](O[C:9]([O:11][C:12]([CH3:15])([CH3:14])[CH3:13])=[O:10])=[O:10])([CH3:15])[CH3:14].[Br:16][C:17]1[CH:18]=[C:19]2[C:23](=[C:24]([C:26]([O:28][CH3:29])=[O:27])[CH:25]=1)[NH:22][CH:21]=[C:20]2[CH:30]1[CH2:35][CH2:34][S:33][CH2:32][CH2:31]1, predict the reaction product. The product is: [Br:16][C:17]1[CH:18]=[C:19]2[C:23](=[C:24]([C:26]([O:28][CH3:29])=[O:27])[CH:25]=1)[N:22]([C:9]([O:11][C:12]([CH3:13])([CH3:14])[CH3:15])=[O:10])[CH:21]=[C:20]2[CH:30]1[CH2:31][CH2:32][S:33][CH2:34][CH2:35]1. (3) Given the reactants [NH2:1][C@H:2]1[CH2:6][CH2:5][N:4]([C:7]2[CH:12]=[CH:11][C:10]([S:13]([N:16]([CH3:18])[CH3:17])(=[O:15])=[O:14])=[CH:9][CH:8]=2)[CH2:3]1.CO[CH2:21][C:22]([C:24]1[CH:29]=[CH:28][CH:27]=[CH:26][CH:25]=1)=O.[BH4-].[Na+].N.C1C[O:36][CH2:35]C1, predict the reaction product. The product is: [CH3:35][O:36][C:29]1[CH:28]=[CH:27][CH:26]=[CH:25][C:24]=1[CH:22]([NH:1][C@H:2]1[CH2:6][CH2:5][N:4]([C:7]2[CH:8]=[CH:9][C:10]([S:13]([N:16]([CH3:18])[CH3:17])(=[O:14])=[O:15])=[CH:11][CH:12]=2)[CH2:3]1)[CH3:21]. (4) Given the reactants Cl[C:2]1[C:7]2[S:8][C:9]([C:25]([OH:27])=[O:26])=[C:10]([CH2:11][CH2:12][CH2:13][O:14][C:15]3[C:24]4[C:19](=[CH:20][CH:21]=[CH:22][CH:23]=4)[CH:18]=[CH:17][CH:16]=3)[C:6]=2[CH:5]=[CH:4][CH:3]=1.[C:28]1(B(O)O)[CH:33]=[CH:32][CH:31]=[CH:30][CH:29]=1, predict the reaction product. The product is: [C:15]1([O:14][CH2:13][CH2:12][CH2:11][C:10]2[C:6]3[CH:5]=[CH:4][CH:3]=[C:2]([C:28]4[CH:33]=[CH:32][CH:31]=[CH:30][CH:29]=4)[C:7]=3[S:8][C:9]=2[C:25]([OH:27])=[O:26])[C:24]2[C:19](=[CH:20][CH:21]=[CH:22][CH:23]=2)[CH:18]=[CH:17][CH:16]=1. (5) Given the reactants Cl[C:2]1[N:7]=[C:6]([N:8]2[C:12]([CH3:13])=[CH:11][C:10]([CH3:14])=[N:9]2)[N:5]=[C:4]([NH:15][C:16](=[O:18])[CH3:17])[CH:3]=1.C(=O)([O-])[O-].[Cs+].[Cs+].[NH:25]1[CH2:29][CH2:28][CH2:27][CH2:26]1, predict the reaction product. The product is: [CH3:14][C:10]1[CH:11]=[C:12]([CH3:13])[N:8]([C:6]2[N:5]=[C:4]([NH:15][C:16](=[O:18])[CH3:17])[CH:3]=[C:2]([N:25]3[CH2:29][CH2:28][CH2:27][CH2:26]3)[N:7]=2)[N:9]=1. (6) Given the reactants Cl.[Cl:2][C:3]1[CH:9]=[C:8]([CH3:10])[C:6]([NH2:7])=[C:5]([CH3:11])[CH:4]=1.Cl.[N:13]1[CH:18]=[CH:17][CH:16]=[CH:15][C:14]=1[C:19]1[CH2:20][CH2:21][NH:22][CH2:23][CH:24]=1.[C:25](=[O:28])([O-])[O-].[Na+].[Na+].N1C=CC=C[CH:32]=1, predict the reaction product. The product is: [Cl:2][C:3]1[CH:9]=[C:8]([CH3:10])[C:6]([NH:7][C:25](=[O:28])[CH2:32][N:22]2[CH2:21][CH:20]=[C:19]([C:14]3[CH:15]=[CH:16][CH:17]=[CH:18][N:13]=3)[CH2:24][CH2:23]2)=[C:5]([CH3:11])[CH:4]=1. (7) Given the reactants C[O:2][C:3](=[O:24])[CH:4]([C:11]1[CH:16]=[CH:15][C:14]([S:17]([C:20]([F:23])([F:22])[F:21])(=[O:19])=[O:18])=[CH:13][CH:12]=1)[CH2:5][CH:6]1[CH2:10][CH2:9][CH2:8][CH2:7]1.[OH-].[Li+], predict the reaction product. The product is: [CH:6]1([CH2:5][CH:4]([C:11]2[CH:12]=[CH:13][C:14]([S:17]([C:20]([F:23])([F:21])[F:22])(=[O:19])=[O:18])=[CH:15][CH:16]=2)[C:3]([OH:24])=[O:2])[CH2:10][CH2:9][CH2:8][CH2:7]1. (8) Given the reactants [F:1][C:2]1[CH:7]=[CH:6][CH:5]=[CH:4][C:3]=1[N:8]1[C:12]([C:13]2[CH:18]=[C:17]([CH2:19][O:20][C@H:21]([CH3:26])[C:22]([F:25])([F:24])[F:23])[CH:16]=[C:15]([F:27])[CH:14]=2)=[CH:11][C:10]([NH2:28])=[N:9]1.[O:29]=[C:30]1[NH:34][CH2:33][C@@H:32]([C:35](O)=[O:36])[CH2:31]1.CCN=C=NCCCN(C)C.Cl.O, predict the reaction product. The product is: [F:1][C:2]1[CH:7]=[CH:6][CH:5]=[CH:4][C:3]=1[N:8]1[C:12]([C:13]2[CH:18]=[C:17]([CH2:19][O:20][C@H:21]([CH3:26])[C:22]([F:23])([F:24])[F:25])[CH:16]=[C:15]([F:27])[CH:14]=2)=[CH:11][C:10]([NH:28][C:35]([C@H:32]2[CH2:31][C:30](=[O:29])[NH:34][CH2:33]2)=[O:36])=[N:9]1. (9) Given the reactants C([O:3][C:4]([C:6]1[CH:19]=[C:18]2[C:9]([O:10][CH2:11][CH2:12][N:13]3[C:17]2=[N:16][C:15]([C:20]2[N:24]([CH:25]([CH3:27])[CH3:26])[N:23]=[C:22]([CH3:28])[N:21]=2)=[CH:14]3)=[CH:8][C:7]=1[F:29])=[CH2:5])C.C1(C)C=CC(S(O)(=O)=O)=CC=1, predict the reaction product. The product is: [F:29][C:7]1[CH:8]=[C:9]2[C:18](=[CH:19][C:6]=1[C:4](=[O:3])[CH3:5])[C:17]1[N:13]([CH:14]=[C:15]([C:20]3[N:24]([CH:25]([CH3:26])[CH3:27])[N:23]=[C:22]([CH3:28])[N:21]=3)[N:16]=1)[CH2:12][CH2:11][O:10]2.